From a dataset of Forward reaction prediction with 1.9M reactions from USPTO patents (1976-2016). Predict the product of the given reaction. (1) Given the reactants [Cl:1][C:2]1[CH:22]=[CH:21][C:5]([CH2:6][C:7]2[C:8](=O)[NH:9][C:10]3[C:15]([C:16]=2[CH3:17])=[C:14]([OH:18])[CH:13]=[C:12]([CH3:19])[CH:11]=3)=[CH:4][CH:3]=1.O.P(Cl)(Cl)([Cl:26])=O, predict the reaction product. The product is: [Cl:26][C:8]1[C:7]([CH2:6][C:5]2[CH:21]=[CH:22][C:2]([Cl:1])=[CH:3][CH:4]=2)=[C:16]([CH3:17])[C:15]2[C:14]([OH:18])=[CH:13][C:12]([CH3:19])=[CH:11][C:10]=2[N:9]=1. (2) Given the reactants [OH:1][C:2]1[N:3]=[C:4]([CH3:12])[S:5][C:6]=1[C:7]([O:9][CH2:10][CH3:11])=[O:8].[CH:13](O)([CH3:15])[CH3:14].C(P(CCCC)CCCC)CCC.N(C(OCC)=O)=NC(OCC)=O, predict the reaction product. The product is: [CH:13]([O:1][C:2]1[N:3]=[C:4]([CH3:12])[S:5][C:6]=1[C:7]([O:9][CH2:10][CH3:11])=[O:8])([CH3:15])[CH3:14]. (3) Given the reactants [NH2:1][C:2]1[CH:21]=[CH:20][C:5]2[N:6]([CH2:18][CH3:19])[C:7](=[O:17])[CH:8]([NH:11][C:12](=[O:16])[CH2:13][O:14][CH3:15])[CH2:9][CH2:10][C:4]=2[C:3]=1[O:22][CH3:23].Cl[C:25]1[N:30]=[C:29]([NH:31][C:32]2[CH:37]=[CH:36][CH:35]=[CH:34][C:33]=2[S:38]([N:41]([CH3:43])[CH3:42])(=[O:40])=[O:39])[C:28]([Cl:44])=[CH:27][N:26]=1, predict the reaction product. The product is: [Cl:44][C:28]1[C:29]([NH:31][C:32]2[CH:37]=[CH:36][CH:35]=[CH:34][C:33]=2[S:38](=[O:40])(=[O:39])[N:41]([CH3:42])[CH3:43])=[N:30][C:25]([NH:1][C:2]2[CH:21]=[CH:20][C:5]3[N:6]([CH2:18][CH3:19])[C:7](=[O:17])[CH:8]([NH:11][C:12](=[O:16])[CH2:13][O:14][CH3:15])[CH2:9][CH2:10][C:4]=3[C:3]=2[O:22][CH3:23])=[N:26][CH:27]=1. (4) Given the reactants ClC1C=CC(O[CH:7]2[CH2:10][N:9]([CH2:11][CH2:12][C@H:13]([NH:16][C:17]([NH:19][C:20]3[N:21]([CH3:28])[N:22]=[C:23]([CH:25]4[CH2:27][CH2:26]4)[CH:24]=3)=[O:18])[CH2:14][OH:15])[CH2:8]2)=CC=1.N[C@@H](CCN1CC([CH2:41][C:42]2[CH:47]=[CH:46][C:45]([F:48])=[CH:44][CH:43]=2)C1)CO, predict the reaction product. The product is: [F:48][C:45]1[CH:46]=[CH:47][C:42]([CH2:41][CH:7]2[CH2:8][N:9]([CH2:11][CH2:12][C@H:13]([NH:16][C:17]([NH:19][C:20]3[N:21]([CH3:28])[N:22]=[C:23]([CH:25]4[CH2:26][CH2:27]4)[CH:24]=3)=[O:18])[CH2:14][OH:15])[CH2:10]2)=[CH:43][CH:44]=1. (5) Given the reactants [Br:1][C:2]1[C:3]([C:9]2[C:17]3[C:12](=[CH:13][CH:14]=[CH:15][CH:16]=3)[NH:11][CH:10]=2)=[N:4][C:5]([Cl:8])=[N:6][CH:7]=1.[H-].[Na+].[CH3:20][C:21]1[CH:26]=[CH:25][C:24]([S:27](Cl)(=[O:29])=[O:28])=[CH:23][CH:22]=1.O, predict the reaction product. The product is: [Br:1][C:2]1[C:3]([C:9]2[C:17]3[C:12](=[CH:13][CH:14]=[CH:15][CH:16]=3)[N:11]([S:27]([C:24]3[CH:25]=[CH:26][C:21]([CH3:20])=[CH:22][CH:23]=3)(=[O:29])=[O:28])[CH:10]=2)=[N:4][C:5]([Cl:8])=[N:6][CH:7]=1. (6) Given the reactants [F:1][C:2]1[C:19]([NH:20][C:21]([C:23]2[O:24][C:25]([NH:28][C:29]3[CH:34]=[CH:33][C:32]([F:35])=[CH:31][CH:30]=3)=[N:26][N:27]=2)=[O:22])=[C:18]([N+:36]([O-])=O)[CH:17]=[CH:16][C:3]=1[O:4][C@@H:5]1[CH2:10][CH2:9][C@H:8]([C:11]([O:13][CH2:14][CH3:15])=[O:12])[CH2:7][CH2:6]1, predict the reaction product. The product is: [NH2:36][C:18]1[CH:17]=[CH:16][C:3]([O:4][C@@H:5]2[CH2:10][CH2:9][C@H:8]([C:11]([O:13][CH2:14][CH3:15])=[O:12])[CH2:7][CH2:6]2)=[C:2]([F:1])[C:19]=1[NH:20][C:21]([C:23]1[O:24][C:25]([NH:28][C:29]2[CH:30]=[CH:31][C:32]([F:35])=[CH:33][CH:34]=2)=[N:26][N:27]=1)=[O:22]. (7) Given the reactants C(OC([N:8]1[CH2:12][CH2:11][CH2:10][CH:9]1[C:13]1[S:17][N:16]=[C:15]([N:18]2[CH:22]=[CH:21][N:20]=[CH:19]2)[N:14]=1)=O)(C)(C)C, predict the reaction product. The product is: [N:18]1([C:15]2[N:14]=[C:13]([CH:9]3[CH2:10][CH2:11][CH2:12][NH:8]3)[S:17][N:16]=2)[CH:22]=[CH:21][N:20]=[CH:19]1. (8) Given the reactants [NH2:1][C@H:2]([C:10]([NH:12][CH2:13][CH2:14][N:15]([CH3:17])[CH3:16])=[O:11])[CH2:3][C:4]1[CH:9]=[CH:8][CH:7]=[CH:6][CH:5]=1.C(N[S:22]([C:25]1[CH:26]=[C:27]2[C:31](=[CH:32][CH:33]=1)[NH:30][C:29](=[O:34])[C:28]2=[O:35])(=[O:24])=[O:23])CC, predict the reaction product. The product is: [CH3:17][N:15]([CH3:16])[CH2:14][CH2:13][NH:12][C:10](=[O:11])[C@@H:2]([NH:1][S:22]([C:25]1[CH:26]=[C:27]2[C:31](=[CH:32][CH:33]=1)[NH:30][C:29](=[O:34])[C:28]2=[O:35])(=[O:23])=[O:24])[CH2:3][C:4]1[CH:9]=[CH:8][CH:7]=[CH:6][CH:5]=1. (9) The product is: [NH2:32][C:29]1[N:30]=[CH:31][C:26]([C:8]2[N:7]=[C:6]3[C:11]([N:12]=[C:13]([N:14]4[CH2:19][CH2:18][N:17]([C:58](=[O:59])[CH2:57][C:56]([CH3:62])([OH:55])[CH3:61])[CH2:16][CH2:15]4)[N:5]3[CH2:1][CH:2]([CH3:4])[CH3:3])=[C:10]([N:20]3[CH2:25][CH2:24][O:23][CH2:22][CH2:21]3)[N:9]=2)=[CH:27][N:28]=1. Given the reactants [CH2:1]([N:5]1[C:13]([N:14]2[CH2:19][CH2:18][NH:17][CH2:16][CH2:15]2)=[N:12][C:11]2[C:6]1=[N:7][C:8]([C:26]1[CH:27]=[N:28][C:29]([NH2:32])=[N:30][CH:31]=1)=[N:9][C:10]=2[N:20]1[CH2:25][CH2:24][O:23][CH2:22][CH2:21]1)[CH:2]([CH3:4])[CH3:3].Cl.C(N=C=NCCCN(C)C)C.ON1C2C=CC=CC=2N=N1.[OH:55][C:56]([CH3:62])([CH3:61])[CH2:57][C:58](O)=[O:59], predict the reaction product. (10) Given the reactants [C:1]([O:5][C:6]([NH:8][CH2:9][C:10]1[C:19]([C:20](O)=[O:21])=[CH:18][C:17]2[C:12](=[CH:13][CH:14]=[CH:15][C:16]=2[F:23])[N:11]=1)=[O:7])([CH3:4])([CH3:3])[CH3:2].Cl.C(N=C=NCCCN(C)C)C.[CH2:36]([NH:38][CH2:39][CH3:40])[CH3:37].ON1C2C=CC=CC=2N=N1.C(N(CC)CC)C, predict the reaction product. The product is: [CH2:36]([N:38]([CH2:39][CH3:40])[C:20]([C:19]1[C:10]([CH2:9][NH:8][C:6](=[O:7])[O:5][C:1]([CH3:2])([CH3:3])[CH3:4])=[N:11][C:12]2[C:17]([CH:18]=1)=[C:16]([F:23])[CH:15]=[CH:14][CH:13]=2)=[O:21])[CH3:37].